The task is: Predict the reactants needed to synthesize the given product.. This data is from Full USPTO retrosynthesis dataset with 1.9M reactions from patents (1976-2016). (1) Given the product [CH3:1][O:2][CH2:3][C:4]1[C:8]([CH:9]=[O:10])=[CH:7][N:6]([C:13]2[CH:18]=[CH:17][CH:16]=[C:15]([C:19]([F:22])([F:20])[F:21])[N:14]=2)[N:5]=1, predict the reactants needed to synthesize it. The reactants are: [CH3:1][O:2][CH2:3][C:4]1[C:8]([C:9](OC)=[O:10])=[CH:7][N:6]([C:13]2[CH:18]=[CH:17][CH:16]=[C:15]([C:19]([F:22])([F:21])[F:20])[N:14]=2)[N:5]=1.[H-].[Al+3].[Li+].[H-].[H-].[H-]. (2) Given the product [Cl:1][C:2]1[CH:3]=[CH:4][C:5]([OH:11])=[C:6]([CH:10]=1)[C:7]([NH:12][C:13]1[CH:14]=[C:15]([C:28]([F:31])([F:30])[F:29])[CH:16]=[CH:17][C:18]=1[O:19][C:20]1[CH:25]=[CH:24][C:23]([O:26][CH3:27])=[CH:22][CH:21]=1)=[O:9], predict the reactants needed to synthesize it. The reactants are: [Cl:1][C:2]1[CH:10]=[C:6]([C:7]([OH:9])=O)[C:5]([OH:11])=[CH:4][CH:3]=1.[NH2:12][C:13]1[CH:14]=[C:15]([C:28]([F:31])([F:30])[F:29])[CH:16]=[CH:17][C:18]=1[O:19][C:20]1[CH:25]=[CH:24][C:23]([O:26][CH3:27])=[CH:22][CH:21]=1.